This data is from Forward reaction prediction with 1.9M reactions from USPTO patents (1976-2016). The task is: Predict the product of the given reaction. (1) Given the reactants [CH2:1]([O:8][C:9]1[CH:14]=[CH:13][C:12]([C:15]2[N:20]=[CH:19][N:18]=[C:17]([NH:21][CH:22]([C:30]3[N:34](COCC[Si](C)(C)C)[N:33]=[N:32][N:31]=3)[CH2:23][C:24]3[CH:29]=[CH:28][CH:27]=[CH:26][CH:25]=3)[CH:16]=2)=[CH:11][CH:10]=1)[C:2]1[CH:7]=[CH:6][CH:5]=[CH:4][CH:3]=1.Cl, predict the reaction product. The product is: [CH2:1]([O:8][C:9]1[CH:10]=[CH:11][C:12]([C:15]2[N:20]=[CH:19][N:18]=[C:17]([NH:21][CH:22]([C:30]3[NH:34][N:33]=[N:32][N:31]=3)[CH2:23][C:24]3[CH:25]=[CH:26][CH:27]=[CH:28][CH:29]=3)[CH:16]=2)=[CH:13][CH:14]=1)[C:2]1[CH:7]=[CH:6][CH:5]=[CH:4][CH:3]=1. (2) Given the reactants [OH:1][CH2:2][CH2:3][CH2:4][NH:5][C:6](=[O:12])[O:7][C:8]([CH3:11])([CH3:10])[CH3:9].CC(OI1(OC(C)=O)(OC(C)=O)OC(=O)C2C=CC=CC1=2)=O, predict the reaction product. The product is: [O:1]=[CH:2][CH2:3][CH2:4][NH:5][C:6](=[O:12])[O:7][C:8]([CH3:10])([CH3:9])[CH3:11]. (3) Given the reactants [C:1]([C:5]1[CH:9]=[C:8]([NH:10][C:11]2[CH:19]=[C:18](F)[CH:17]=[CH:16][C:12]=2[C:13]([OH:15])=[O:14])[N:7]([C:21]2[CH:26]=[CH:25][CH:24]=[CH:23][C:22]=2[CH3:27])[N:6]=1)([CH3:4])([CH3:3])[CH3:2].[Li][N:29]([CH3:31])[CH3:30], predict the reaction product. The product is: [C:1]([C:5]1[CH:9]=[C:8]([NH:10][C:11]2[CH:19]=[C:18]([N:29]([CH3:31])[CH3:30])[CH:17]=[CH:16][C:12]=2[C:13]([OH:15])=[O:14])[N:7]([C:21]2[CH:26]=[CH:25][CH:24]=[CH:23][C:22]=2[CH3:27])[N:6]=1)([CH3:4])([CH3:3])[CH3:2]. (4) Given the reactants [F:1][C:2]1[CH:3]=[C:4]([C:8]2[CH:16]=[CH:15][C:11]([C:12]([NH2:14])=[O:13])=[CH:10][N:9]=2)[CH:5]=[CH:6][CH:7]=1.[N:17]1[CH:22]=[CH:21][CH:20]=[C:19]([N:23]2[CH2:28][CH2:27][CH:26](N)[CH2:25][CH2:24]2)[N:18]=1, predict the reaction product. The product is: [F:1][C:2]1[CH:3]=[C:4]([C:8]2[CH:16]=[CH:15][C:11]([C:12]([NH:14][CH:26]3[CH2:25][CH2:24][N:23]([C:19]4[N:18]=[N:17][CH:22]=[CH:21][CH:20]=4)[CH2:28][CH2:27]3)=[O:13])=[CH:10][N:9]=2)[CH:5]=[CH:6][CH:7]=1. (5) Given the reactants [Li+].[Cl-].FC(F)(F)S(O[C:9]([CH:11]([CH2:16][OH:17])[CH2:12][CH:13]([CH3:15])[CH3:14])=[CH2:10])(=O)=O.[Si:20]([CH2:24][Mg]Cl)([CH3:23])([CH3:22])[CH3:21].[NH4+].[Cl-], predict the reaction product. The product is: [CH3:14][CH:13]([CH3:15])[CH2:12][CH:11]([C:9]([CH2:21][Si:20]([CH3:24])([CH3:23])[CH3:22])=[CH2:10])[CH2:16][OH:17]. (6) Given the reactants FC(F)(F)S(NCC1SC(C2C=CC(N[S:20]([C:23]3[CH:28]=[CH:27][CH:26]=[CH:25][CH:24]=3)(=[O:22])=[O:21])=CC=2)=CN=1)(=O)=O.[NH2:31][C:32]1[CH:37]=[CH:36][C:35]([C:38]2[S:42][C:41]([C:43]([NH:46][S:47]([C:50]([F:53])([F:52])[F:51])(=[O:49])=[O:48])([CH3:45])[CH3:44])=[N:40][CH:39]=2)=[CH:34][CH:33]=1.C1(S(Cl)(=O)=O)C=CC=CC=1, predict the reaction product. The product is: [F:53][C:50]([F:51])([F:52])[S:47]([NH:46][C:43]([C:41]1[S:42][C:38]([C:35]2[CH:34]=[CH:33][C:32]([NH:31][S:20]([C:23]3[CH:28]=[CH:27][CH:26]=[CH:25][CH:24]=3)(=[O:22])=[O:21])=[CH:37][CH:36]=2)=[CH:39][N:40]=1)([CH3:44])[CH3:45])(=[O:49])=[O:48].